Dataset: Catalyst prediction with 721,799 reactions and 888 catalyst types from USPTO. Task: Predict which catalyst facilitates the given reaction. (1) Reactant: [OH:1][C:2]1[CH:7]=[C:6]([CH3:8])O[C:4](=[O:9])[CH:3]=1.[NH2:10][CH2:11][C:12]1[N:13]=[CH:14][C:15]([CH3:18])=[N:16][CH:17]=1. Product: [OH:1][C:2]1[CH:7]=[C:6]([CH3:8])[N:10]([CH2:11][C:12]2[CH:17]=[N:16][C:15]([CH3:18])=[CH:14][N:13]=2)[C:4](=[O:9])[CH:3]=1. The catalyst class is: 6. (2) Reactant: C([O:5][C:6]([NH:8][CH:9]([CH2:14][C:15]([N:17]1[CH2:22][CH2:21][C:20](=[C:23]2[C:29]3[CH:30]=[CH:31][CH:32]=[CH:33][C:28]=3[CH:27]=[CH:26][C:25]3[CH:34]=[CH:35][CH:36]=[CH:37][C:24]2=3)[CH2:19][CH2:18]1)=[O:16])[C:10]([O:12][CH3:13])=[O:11])=O)(C)(C)C.Cl.C(OCC)(=O)C.C(N(CC)CC)C.[C:52](Cl)(=O)[C:53](C)([CH3:55])[CH3:54].C(=O)([O-])O.[Na+]. Product: [CH:33]1[C:28]2[CH:27]=[CH:26][C:25]3[CH:34]=[CH:35][CH:36]=[CH:37][C:24]=3[C:23](=[C:20]3[CH2:19][CH2:18][N:17]([C:15](=[O:16])[CH2:14][CH:9]([NH:8][C:6](=[O:5])[C:53]([CH3:55])([CH3:54])[CH3:52])[C:10]([O:12][CH3:13])=[O:11])[CH2:22][CH2:21]3)[C:29]=2[CH:30]=[CH:31][CH:32]=1. The catalyst class is: 84.